Predict the reactants needed to synthesize the given product. From a dataset of Full USPTO retrosynthesis dataset with 1.9M reactions from patents (1976-2016). (1) Given the product [F:22][C:2]([F:1])([F:21])[CH2:3][O:4][C:5]1[CH:9]=[C:8]([NH2:10])[NH:7][N:6]=1, predict the reactants needed to synthesize it. The reactants are: [F:1][C:2]([F:22])([F:21])[CH2:3][O:4][C:5]1[CH:9]=[C:8]([N:10]2C(=O)C3C(=CC=CC=3)C2=O)[NH:7][N:6]=1.O.NN. (2) Given the product [CH:11]1([CH2:14][C:15]([CH:5]2[C:6](=[O:8])[CH2:7][C:2]([CH3:10])([CH3:1])[CH2:3][C:4]2=[O:9])=[O:16])[CH2:13][CH2:12]1, predict the reactants needed to synthesize it. The reactants are: [CH3:1][C:2]1([CH3:10])[CH2:7][C:6](=[O:8])[CH2:5][C:4](=[O:9])[CH2:3]1.[CH:11]1([CH2:14][C:15](O)=[O:16])[CH2:13][CH2:12]1.